This data is from Full USPTO retrosynthesis dataset with 1.9M reactions from patents (1976-2016). The task is: Predict the reactants needed to synthesize the given product. (1) The reactants are: [CH:1]1([CH2:4][O:5][C:6]2[CH:7]=[C:8]([CH2:12][C:13](Cl)=[N:14][OH:15])[CH:9]=[CH:10][CH:11]=2)[CH2:3][CH2:2]1.[C:17]([C:19]1[C:20]([NH2:26])=[N:21][C:22]([NH2:25])=[CH:23][CH:24]=1)#[CH:18].C(N(CC)CC)C. Given the product [CH:1]1([CH2:4][O:5][C:6]2[CH:7]=[C:8]([CH:9]=[CH:10][CH:11]=2)[CH2:12][C:13]2[CH:18]=[C:17]([C:19]3[C:20]([NH2:26])=[N:21][C:22]([NH2:25])=[CH:23][CH:24]=3)[O:15][N:14]=2)[CH2:3][CH2:2]1, predict the reactants needed to synthesize it. (2) Given the product [Br:10][C:6]1[CH:5]=[C:4]([C:11]([N:13]2[C:26]3[CH:25]=[N:24][C:23]4[C:18](=[CH:19][CH:20]=[CH:21][CH:22]=4)[C:17]=3[O:16][CH2:15][CH2:14]2)=[O:12])[CH:3]=[C:2]([Br:1])[C:7]=1[OH:8], predict the reactants needed to synthesize it. The reactants are: [Br:1][C:2]1[CH:3]=[C:4]([C:11]([N:13]2[C:26]3[CH:25]=[N:24][C:23]4[C:18](=[CH:19][CH:20]=[CH:21][CH:22]=4)[C:17]=3[O:16][CH2:15][CH2:14]2)=[O:12])[CH:5]=[C:6]([Br:10])[C:7]=1[O:8]C.[Br-].[Li+].N1CCNCC1.Cl. (3) Given the product [O:19]1[CH2:20][CH2:21][O:22][CH2:23][CH:18]1[C:17]1[C:11]2[S:10][C:9]([NH:8][C:6](=[O:7])[C:5]3[CH:26]=[CH:27][N:28]=[C:3]([CH2:2][N:35]4[CH2:39][CH2:38][CH2:37][CH2:36]4)[CH:4]=3)=[N:13][C:12]=2[C:14]([O:24][CH3:25])=[CH:15][CH:16]=1, predict the reactants needed to synthesize it. The reactants are: Cl[CH2:2][C:3]1[CH:4]=[C:5]([CH:26]=[CH:27][N:28]=1)[C:6]([NH:8][C:9]1[S:10][C:11]2[C:17]([CH:18]3[CH2:23][O:22][CH2:21][CH2:20][O:19]3)=[CH:16][CH:15]=[C:14]([O:24][CH3:25])[C:12]=2[N:13]=1)=[O:7].C(=O)([O-])[O-].[Cs+].[Cs+].[NH:35]1[CH2:39][CH2:38][CH2:37][CH2:36]1. (4) The reactants are: [Cl:1][C:2]1[CH:10]=[CH:9][C:5]([C:6]([NH2:8])=[O:7])=[CH:4][C:3]=1[C:11]([F:14])([F:13])[F:12].C(Cl)(=O)[C:16](Cl)=[O:17]. Given the product [Cl:1][C:2]1[CH:10]=[CH:9][C:5]([C:6]([N:8]=[C:16]=[O:17])=[O:7])=[CH:4][C:3]=1[C:11]([F:12])([F:13])[F:14], predict the reactants needed to synthesize it. (5) Given the product [CH3:1][O:2][S:3]([O-:6])(=[O:5])=[O:4].[CH3:26][S+:8]([CH3:7])[C:9]1[CH:14]=[CH:13][C:12]([C:15](=[O:25])[C:16]([CH3:17])([N:18]2[CH2:19][CH2:20][O:21][CH2:22][CH2:23]2)[CH3:24])=[CH:11][CH:10]=1, predict the reactants needed to synthesize it. The reactants are: [CH3:1][O:2][S:3]([O-:6])(=[O:5])=[O:4].[CH3:7][S+:8]([CH3:26])[C:9]1[CH:14]=[CH:13][C:12]([C:15](=[O:25])[C:16]([CH3:24])([NH+:18]2[CH2:23][CH2:22][O:21][CH2:20][CH2:19]2)[CH3:17])=[CH:11][CH:10]=1.COS([O-])(=O)=O.[OH-].[Na+].C(=O)([O-])[O-].[Na+].[Na+]. (6) Given the product [CH3:12][C:10]1[C:9]2[C:4](=[C:5]([NH2:17])[N:6]=[C:7]3[CH:16]=[CH:15][CH:14]=[CH:13][C:8]3=2)[N:3]=[CH:2][CH:11]=1, predict the reactants needed to synthesize it. The reactants are: Cl[C:2]1[CH:11]=[C:10]([CH3:12])[C:9]2[C:4](=[C:5]([NH2:17])[N:6]=[C:7]3[CH:16]=[CH:15][CH:14]=[CH:13][C:8]3=2)[N:3]=1.[H][H].